From a dataset of Full USPTO retrosynthesis dataset with 1.9M reactions from patents (1976-2016). Predict the reactants needed to synthesize the given product. (1) Given the product [NH2:16][C:13]1[C:14](=[O:15])[N:9]([CH2:8][C:6]([OH:7])=[O:5])[C:10]([C:25]2[CH:30]=[CH:29][CH:28]=[CH:27][CH:26]=2)=[N:11][CH:12]=1, predict the reactants needed to synthesize it. The reactants are: C([O:5][C:6]([CH2:8][N:9]1[C:14](=[O:15])[C:13]([NH:16]C(=O)C2C=CC=CC=2)=[CH:12][N:11]=[C:10]1[C:25]1[CH:30]=[CH:29][CH:28]=[CH:27][CH:26]=1)=[O:7])(C)(C)C.CO.[OH-].[Na+]. (2) Given the product [Cl:1][C:2]1[CH:10]=[CH:9][C:8]([CH3:11])=[CH:7][C:3]=1[C:4]([NH:24][CH2:23][C:18]1([C:14]2[CH:13]=[N:12][CH:17]=[CH:16][CH:15]=2)[CH2:22][CH2:21][CH2:20][CH2:19]1)=[O:6], predict the reactants needed to synthesize it. The reactants are: [Cl:1][C:2]1[CH:10]=[CH:9][C:8]([CH3:11])=[CH:7][C:3]=1[C:4]([OH:6])=O.[N:12]1[CH:17]=[CH:16][CH:15]=[C:14]([C:18]2([CH2:23][NH2:24])[CH2:22][CH2:21][CH2:20][CH2:19]2)[CH:13]=1. (3) Given the product [I:1][C:2]1[CH:7]=[CH:6][N:5]([CH3:9])[C:4](=[O:8])[CH:3]=1, predict the reactants needed to synthesize it. The reactants are: [I:1][C:2]1[CH:7]=[CH:6][NH:5][C:4](=[O:8])[CH:3]=1.[C:9]([O-])([O-])=O.[K+].[K+].IC.O. (4) The reactants are: C(O)(C(F)(F)F)=O.O.[Cl:9][C:10]1[S:14][C:13]([C:15]([NH:17][C:18]2[CH:26]=[CH:25][CH:24]=[C:23]3[C:19]=2[C:20](=[O:41])[N:21]([CH:28]2[CH2:33][CH2:32][N:31](C(OC(C)(C)C)=O)[CH2:30][CH2:29]2)[C:22]3=[O:27])=[O:16])=[CH:12][CH:11]=1. Given the product [Cl:9][C:10]1[S:14][C:13]([C:15]([NH:17][C:18]2[CH:26]=[CH:25][CH:24]=[C:23]3[C:19]=2[C:20](=[O:41])[N:21]([CH:28]2[CH2:33][CH2:32][NH:31][CH2:30][CH2:29]2)[C:22]3=[O:27])=[O:16])=[CH:12][CH:11]=1, predict the reactants needed to synthesize it. (5) The reactants are: [Cl:1][C:2]1[CH:9]=[CH:8][C:5]([CH:6]=[O:7])=[CH:4][C:3]=1[F:10].[C:11]([O:15][CH3:16])(=[O:14])[CH:12]=[CH2:13].N12CCN(CC1)CC2. Given the product [Cl:1][C:2]1[CH:9]=[CH:8][C:5]([CH:6]([OH:7])[C:12](=[CH2:13])[C:11]([O:15][CH3:16])=[O:14])=[CH:4][C:3]=1[F:10], predict the reactants needed to synthesize it. (6) Given the product [ClH:36].[ClH:36].[ClH:36].[F:1][C:2]1[CH:11]=[CH:10][C:9]([N:12]2[CH2:17][CH2:16][CH:15]([N:18]3[CH2:23][CH2:22][N:21]([C:24]4[CH:25]=[C:26]([OH:34])[CH:27]=[C:28]5[C:33]=4[N:32]=[CH:31][CH:30]=[CH:29]5)[CH2:20][CH2:19]3)[CH2:14][CH2:13]2)=[C:8]2[C:3]=1[CH:4]=[CH:5][CH:6]=[N:7]2, predict the reactants needed to synthesize it. The reactants are: [F:1][C:2]1[CH:11]=[CH:10][C:9]([N:12]2[CH2:17][CH2:16][CH:15]([N:18]3[CH2:23][CH2:22][N:21]([C:24]4[CH:25]=[C:26]([O:34]C)[CH:27]=[C:28]5[C:33]=4[N:32]=[CH:31][CH:30]=[CH:29]5)[CH2:20][CH2:19]3)[CH2:14][CH2:13]2)=[C:8]2[C:3]=1[CH:4]=[CH:5][CH:6]=[N:7]2.[Cl-:36].[Al+3].[Cl-].[Cl-]. (7) Given the product [ClH:28].[Cl:28][C:29]1[C:30]([C:55]([F:56])([F:57])[F:58])=[C:31]([CH:52]=[CH:53][CH:54]=1)[CH2:32][N:33]([CH2:38][CH:39]([C:40]1[CH:41]=[CH:42][CH:43]=[CH:44][CH:45]=1)[C:46]1[CH:51]=[CH:50][CH:49]=[CH:48][CH:47]=1)[CH2:34][CH2:35][CH2:36][O:37][C:19]1[CH:20]=[CH:21][CH:16]=[CH:17][C:18]=1[S:22]([N:25]([CH3:27])[CH3:26])(=[O:24])=[O:23], predict the reactants needed to synthesize it. The reactants are: CC(OC(/N=N/C(OC(C)C)=O)=O)C.O[C:16]1[CH:17]=[C:18]([S:22]([N:25]([CH3:27])[CH3:26])(=[O:24])=[O:23])[CH:19]=[CH:20][CH:21]=1.[Cl:28][C:29]1[C:30]([C:55]([F:58])([F:57])[F:56])=[C:31]([CH:52]=[CH:53][CH:54]=1)[CH2:32][N:33]([CH2:38][CH:39]([C:46]1[CH:51]=[CH:50][CH:49]=[CH:48][CH:47]=1)[C:40]1[CH:45]=[CH:44][CH:43]=[CH:42][CH:41]=1)[CH2:34][CH2:35][CH2:36][OH:37].C1(P(C2C=CC=CC=2)C2C=CC=CC=2)C=CC=CC=1.Cl. (8) Given the product [C:25]([C:22]1[CH:23]=[CH:24][C:19]([N:15]2[C:14]([C:12]3[C:11]([CH3:27])=[C:10]([C:28]4[CH:33]=[CH:32][CH:31]=[C:30]([C:34]([F:37])([F:36])[F:35])[CH:29]=4)[C:9]4[N:8]([N:7]=[C:6]([NH:5][C:3](=[O:4])[CH2:2][N:39]5[CH2:44][CH2:43][O:42][CH2:41][CH2:40]5)[N:38]=4)[CH:13]=3)=[CH:18][CH:17]=[N:16]2)=[CH:20][CH:21]=1)#[N:26], predict the reactants needed to synthesize it. The reactants are: Cl[CH2:2][C:3]([NH:5][C:6]1[N:38]=[C:9]2[C:10]([C:28]3[CH:33]=[CH:32][CH:31]=[C:30]([C:34]([F:37])([F:36])[F:35])[CH:29]=3)=[C:11]([CH3:27])[C:12]([C:14]3[N:15]([C:19]4[CH:24]=[CH:23][C:22]([C:25]#[N:26])=[CH:21][CH:20]=4)[N:16]=[CH:17][CH:18]=3)=[CH:13][N:8]2[N:7]=1)=[O:4].[NH:39]1[CH2:44][CH2:43][O:42][CH2:41][CH2:40]1. (9) Given the product [C:1]([O:9][C:10]1[C:11]([O:13][C@@H:14]([CH3:35])[C@H:15]([O:26][C:27](=[O:34])[C:28]2[CH:29]=[CH:30][CH:31]=[CH:32][CH:33]=2)[CH:16]=1)=[O:12])(=[O:8])[C:2]1[CH:7]=[CH:6][CH:5]=[CH:4][CH:3]=1, predict the reactants needed to synthesize it. The reactants are: [C:1]([O:9][C@@H:10]1[C@H:16](OC(=O)C2C=CC=CC=2)[C@@H:15]([O:26][C:27](=[O:34])[C:28]2[CH:33]=[CH:32][CH:31]=[CH:30][CH:29]=2)[C@H:14]([CH3:35])[O:13][C:11]1=[O:12])(=[O:8])[C:2]1[CH:7]=[CH:6][CH:5]=[CH:4][CH:3]=1.